This data is from Forward reaction prediction with 1.9M reactions from USPTO patents (1976-2016). The task is: Predict the product of the given reaction. (1) The product is: [CH3:1][O:2][C:3]1[CH:4]=[C:5]2[C:10](=[CH:11][CH:12]=1)[CH:9]=[C:8]([C@@H:13]([CH3:37])[C:14]([O:16][C@H:17]([C:27]1[CH:32]=[CH:31][C:30]([O:33][CH3:34])=[C:29]([O:35][CH3:36])[CH:28]=1)[CH2:18][C:19]1[C:24]([Cl:25])=[CH:23][N:22]=[CH:21][C:20]=1[Cl:26])=[O:15])[CH:7]=[CH:6]2. Given the reactants [CH3:1][O:2][C:3]1[CH:4]=[C:5]2[C:10](=[CH:11][CH:12]=1)[CH:9]=[C:8]([CH:13]([CH3:37])[C:14]([O:16][C@H:17]([C:27]1[CH:32]=[CH:31][C:30]([O:33][CH3:34])=[C:29]([O:35][CH3:36])[CH:28]=1)[CH2:18][C:19]1[C:24]([Cl:25])=[CH:23][N:22]=[CH:21][C:20]=1[Cl:26])=[O:15])[CH:7]=[CH:6]2.CO, predict the reaction product. (2) The product is: [CH3:1][O:2][C:3]1[CH:4]=[C:5]2[C:10](=[CH:11][C:12]=1[O:13][CH3:14])[N:9]=[CH:8][CH:7]=[C:6]2[O:15][C:16]1[CH:21]=[CH:20][C:19]([NH:22][C:33]([C:31]2[C:30](=[O:36])[N:29]([C:37]3[CH:42]=[CH:41][C:40]([F:43])=[CH:39][CH:38]=3)[C:28](=[O:44])[N:27]([CH2:25][CH3:26])[CH:32]=2)=[O:34])=[C:18]([CH3:23])[C:17]=1[CH3:24]. Given the reactants [CH3:1][O:2][C:3]1[CH:4]=[C:5]2[C:10](=[CH:11][C:12]=1[O:13][CH3:14])[N:9]=[CH:8][CH:7]=[C:6]2[O:15][C:16]1[CH:21]=[CH:20][C:19]([NH2:22])=[C:18]([CH3:23])[C:17]=1[CH3:24].[CH2:25]([N:27]1[CH:32]=[C:31]([C:33](O)=[O:34])[C:30](=[O:36])[N:29]([C:37]2[CH:42]=[CH:41][C:40]([F:43])=[CH:39][CH:38]=2)[C:28]1=[O:44])[CH3:26], predict the reaction product. (3) Given the reactants Cl.[C@@H:2]12[CH2:8][C@@H:5]([CH2:6][CH2:7]1)[CH2:4][C@H:3]2[N:9]1[CH2:14][CH2:13][CH:12]([C:15]2[CH:20]=[CH:19][CH:18]=[CH:17][C:16]=2[O:21][CH3:22])[CH2:11][CH2:10]1.[C:23](O)([CH3:26])([CH3:25])[CH3:24].[Cl-].[Cl-].[Cl-].[Al+3], predict the reaction product. The product is: [C@@H:2]12[CH2:8][C@@H:5]([CH2:6][CH2:7]1)[CH2:4][C@H:3]2[N:9]1[CH2:10][CH2:11][CH:12]([C:15]2[CH:20]=[C:19]([C:23]([CH3:26])([CH3:25])[CH3:24])[CH:18]=[CH:17][C:16]=2[O:21][CH3:22])[CH2:13][CH2:14]1. (4) Given the reactants [NH2:1][C:2]1[CH:7]=[CH:6][C:5]([N:8]2[CH2:13][CH2:12][C:11](=[C:14]([C:22]3[CH:27]=[CH:26][CH:25]=[C:24]([F:28])[CH:23]=3)[C:15]([N:17]([CH2:20][CH3:21])[CH2:18][CH3:19])=[O:16])[CH2:10][CH2:9]2)=[C:4]([F:29])[CH:3]=1.[CH2:30]([CH:32]([CH2:36][CH3:37])[C:33](Cl)=[O:34])[CH3:31], predict the reaction product. The product is: [CH2:18]([N:17]([CH2:20][CH3:21])[C:15]([C:14]([C:22]1[CH:27]=[CH:26][CH:25]=[C:24]([F:28])[CH:23]=1)=[C:11]1[CH2:12][CH2:13][N:8]([C:5]2[CH:6]=[CH:7][C:2]([NH:1][C:33](=[O:34])[CH:32]([CH2:36][CH3:37])[CH2:30][CH3:31])=[CH:3][C:4]=2[F:29])[CH2:9][CH2:10]1)=[O:16])[CH3:19]. (5) The product is: [CH3:17][C:16]1[CH:15]=[C:14]([CH3:18])[NH:13][C:12](=[O:19])[C:11]=1[CH2:10][NH:9][C:7]([C:6]1[CH:20]=[C:2]([C:70]2[CH:71]=[CH:72][C:73]([CH2:74][N:75]3[CH2:80][CH2:79][O:78][CH2:77][CH2:76]3)=[CH:81][CH:82]=2)[CH:3]=[C:4]([N:23]([CH2:30][CH3:31])[CH:24]2[CH2:29][CH2:28][O:27][CH2:26][CH2:25]2)[C:5]=1[CH2:21][CH3:22])=[O:8]. Given the reactants Cl[C:2]1[CH:3]=[C:4]([N:23]([CH2:30][CH3:31])[CH:24]2[CH2:29][CH2:28][O:27][CH2:26][CH2:25]2)[C:5]([CH2:21][CH3:22])=[C:6]([CH:20]=1)[C:7]([NH:9][CH2:10][C:11]1[C:12](=[O:19])[NH:13][C:14]([CH3:18])=[CH:15][C:16]=1[CH3:17])=[O:8].C1(P(C2CCCCC2)C2C=CC=CC=2C2C(N(C)C)=CC=CC=2)CCCCC1.[F-].[Cs+].CC1(C)C(C)(C)OB([C:70]2[CH:82]=[CH:81][C:73]([CH2:74][N:75]3[CH2:80][CH2:79][O:78][CH2:77][CH2:76]3)=[CH:72][CH:71]=2)O1, predict the reaction product. (6) Given the reactants [Cl:1][C:2]1[CH:7]=[CH:6][C:5]([S:8]([NH:11][C:12]2[CH:13]=[CH:14][C:15]([O:21][C:22]3[CH:23]=[C:24]([Cl:28])[CH:25]=[N:26][CH:27]=3)=[C:16]([CH:20]=2)[C:17](O)=[O:18])(=[O:10])=[O:9])=[CH:4][CH:3]=1.S(Cl)(Cl)=O.[NH3:33], predict the reaction product. The product is: [Cl:1][C:2]1[CH:3]=[CH:4][C:5]([S:8]([NH:11][C:12]2[CH:13]=[CH:14][C:15]([O:21][C:22]3[CH:23]=[C:24]([Cl:28])[CH:25]=[N:26][CH:27]=3)=[C:16]([CH:20]=2)[C:17]([NH2:33])=[O:18])(=[O:9])=[O:10])=[CH:6][CH:7]=1. (7) Given the reactants [CH3:1]C([O-])(C)C.[K+].[Br:7][C:8]1[C:13]([CH3:14])=[CH:12][C:11]([CH2:15][CH2:16][C:17](=O)[CH3:18])=[CH:10][C:9]=1[CH3:20], predict the reaction product. The product is: [Br:7][C:8]1[C:13]([CH3:14])=[CH:12][C:11]([CH2:15][CH2:16][C:17]([CH3:1])=[CH2:18])=[CH:10][C:9]=1[CH3:20]. (8) Given the reactants Br[C:2]1[CH:3]=[C:4]2[C:8]3=[C:9]([CH2:11][CH2:12][N:7]3[C@H:6]3[CH2:13][CH2:14][N:15]([C:17]([O:19][C:20]([CH3:23])([CH3:22])[CH3:21])=[O:18])[CH2:16][C@@H:5]23)[CH:10]=1.[CH:24]([C:27]1[CH:32]=[C:31]([O:33][CH3:34])[CH:30]=[CH:29][C:28]=1B(O)O)([CH3:26])[CH3:25], predict the reaction product. The product is: [CH:24]([C:27]1[CH:32]=[C:31]([O:33][CH3:34])[CH:30]=[CH:29][C:28]=1[C:2]1[CH:3]=[C:4]2[C:8]3=[C:9]([CH2:11][CH2:12][N:7]3[C@H:6]3[CH2:13][CH2:14][N:15]([C:17]([O:19][C:20]([CH3:21])([CH3:23])[CH3:22])=[O:18])[CH2:16][C@@H:5]23)[CH:10]=1)([CH3:26])[CH3:25]. (9) Given the reactants [NH2:1][C:2]1[CH:7]=[CH:6][C:5]([Cl:8])=[CH:4][C:3]=1[C:9](=[O:22])/[CH:10]=[C:11]1\[S:12][C:13]([CH3:21])=[C:14]([CH3:20])[N:15]\1[CH2:16][CH2:17][CH2:18][CH3:19].C([O-])(O)=O.[Na+].Cl[C:29]([O:31][CH2:32][CH3:33])=[O:30], predict the reaction product. The product is: [CH2:16]([N:15]1[C:14]([CH3:20])=[C:13]([CH3:21])[S:12]/[C:11]/1=[CH:10]\[C:9]([C:3]1[CH:4]=[C:5]([Cl:8])[CH:6]=[CH:7][C:2]=1[NH:1][C:29](=[O:30])[O:31][CH2:32][CH3:33])=[O:22])[CH2:17][CH2:18][CH3:19].